Dataset: CYP2C9 inhibition data for predicting drug metabolism from PubChem BioAssay. Task: Regression/Classification. Given a drug SMILES string, predict its absorption, distribution, metabolism, or excretion properties. Task type varies by dataset: regression for continuous measurements (e.g., permeability, clearance, half-life) or binary classification for categorical outcomes (e.g., BBB penetration, CYP inhibition). Dataset: cyp2c9_veith. (1) The compound is C[C@@]12CCC(=O)C=C1CC[C@@H]1[C@@H]2C(=O)C[C@@]2(C)C(=O)CC[C@H]12. The result is 0 (non-inhibitor). (2) The molecule is Cc1cccc(CNc2ncnc3ccc(-c4ccc5c(c4)OCO5)cc23)c1. The result is 1 (inhibitor). (3) The molecule is CCN1C(=O)[C@H]2CC[C@H]3/C(=N\OC[C@@H](O)[C@H]4O[C@H]5OC(C)(C)O[C@H]5[C@@H]4O)C[C@@H](O)[C@@H](O)[C@@H]3[C@@H]2C1=O. The result is 0 (non-inhibitor). (4) The molecule is C[C@@]12CCC(=O)C=C1CC[C@@H]1[C@@H]3CC[C@H](C(=O)Cn4cnc5c(=S)nc[nH]c54)[C@]3(C)CC[C@H]12. The result is 0 (non-inhibitor). (5) The compound is O=C(c1ccncc1)N1CCC2(CC1)CN(c1ccccn1)C2. The result is 1 (inhibitor). (6) The drug is C=CCn1c(=O)c2c(nc(Br)n2Cc2ccccc2Cl)n(C)c1=O. The result is 1 (inhibitor). (7) The compound is COc1ccc(CNc2ncncc2-c2ccccc2C)c(OC)c1. The result is 0 (non-inhibitor). (8) The drug is OCCN1CCN(CC/C=C2\c3ccccc3Sc3ccc(Cl)cc32)CC1. The result is 0 (non-inhibitor).